From a dataset of Full USPTO retrosynthesis dataset with 1.9M reactions from patents (1976-2016). Predict the reactants needed to synthesize the given product. The reactants are: [F-:1].[K+].[C:3]([S:22][CH2:23][CH2:24][NH:25][C:26]([C:28]1[CH:39]=[CH:38][C:31]([CH2:32]OS(C)(=O)=O)=[CH:30][CH:29]=1)=[O:27])([C:16]1[CH:21]=[CH:20][CH:19]=[CH:18][CH:17]=1)([C:10]1[CH:15]=[CH:14][CH:13]=[CH:12][CH:11]=1)[C:4]1[CH:9]=[CH:8][CH:7]=[CH:6][CH:5]=1.O. Given the product [F:1][CH2:32][C:31]1[CH:38]=[CH:39][C:28]([C:26]([NH:25][CH2:24][CH2:23][S:22][C:3]([C:16]2[CH:21]=[CH:20][CH:19]=[CH:18][CH:17]=2)([C:10]2[CH:15]=[CH:14][CH:13]=[CH:12][CH:11]=2)[C:4]2[CH:9]=[CH:8][CH:7]=[CH:6][CH:5]=2)=[O:27])=[CH:29][CH:30]=1, predict the reactants needed to synthesize it.